This data is from Catalyst prediction with 721,799 reactions and 888 catalyst types from USPTO. The task is: Predict which catalyst facilitates the given reaction. (1) Reactant: [OH:1][C:2](C1SC=CC=1)(C1SC=CC=1)[C:3]([O:5][C@H:6]1[CH2:11][CH2:10][C@H:9](N(CCN)C)[CH2:8][CH2:7]1)=O.[OH-:27].[Li+].C1[CH2:33][O:32]CC1. Product: [OH:32][CH2:33][C:9]1[CH:8]=[CH:7][C:6]([O:5][CH2:3][C:2]([OH:1])=[O:27])=[CH:11][CH:10]=1. The catalyst class is: 6. (2) Reactant: [Cl:1][C:2]1[N:7]=[N:6][C:5]([NH:8][N:9]=[CH:10][C:11]2[CH:16]=[C:15]([F:17])[CH:14]=[C:13]([F:18])[CH:12]=2)=[CH:4][C:3]=1[CH:19]1[CH2:22][CH2:21][CH2:20]1. Product: [Cl:1][C:2]1[C:3]([CH:19]2[CH2:20][CH2:21][CH2:22]2)=[CH:4][C:5]2[N:6]([C:10]([C:11]3[CH:16]=[C:15]([F:17])[CH:14]=[C:13]([F:18])[CH:12]=3)=[N:9][N:8]=2)[N:7]=1. The catalyst class is: 8. (3) Reactant: [NH2:1][C:2]1[N:7]=[C:6]([C:8]2[CH:15]=[CH:14][C:11]([C:12]#[N:13])=[C:10](F)[CH:9]=2)[CH:5]=[C:4]([NH:17][C:18]([CH3:27])([CH3:26])[CH2:19][C:20]2[CH:25]=[CH:24][CH:23]=[CH:22][CH:21]=2)[N:3]=1.O.[NH2:29][NH2:30]. Product: [NH2:13][C:12]1[C:11]2[C:10](=[CH:9][C:8]([C:6]3[N:7]=[C:2]([NH2:1])[N:3]=[C:4]([NH:17][C:18]([CH3:27])([CH3:26])[CH2:19][C:20]4[CH:25]=[CH:24][CH:23]=[CH:22][CH:21]=4)[CH:5]=3)=[CH:15][CH:14]=2)[NH:30][N:29]=1. The catalyst class is: 8. (4) Reactant: [OH:1][C:2]1[C:3](=[O:10])[CH:4]=[C:5]([CH2:8][OH:9])[O:6][CH:7]=1.C(=O)([O-])[O-].[K+].[K+].Cl[CH2:18][C:19]1[CH:24]=[CH:23][C:22]([O:25][CH3:26])=[CH:21][CH:20]=1. Product: [OH:9][CH2:8][C:5]1[O:6][CH:7]=[C:2]([O:1][CH2:18][C:19]2[CH:24]=[CH:23][C:22]([O:25][CH3:26])=[CH:21][CH:20]=2)[C:3](=[O:10])[CH:4]=1. The catalyst class is: 3. (5) Reactant: [F:1][C:2]1[CH:10]=[C:9]2[C:5]([C:6](=[O:12])[C:7](=[O:11])[NH:8]2)=[CH:4][CH:3]=1.[H-].[Na+].Br[CH2:16][C:17]([O:19][C:20]([CH3:23])([CH3:22])[CH3:21])=[O:18]. Product: [F:1][C:2]1[CH:10]=[C:9]2[C:5]([C:6](=[O:12])[C:7](=[O:11])[N:8]2[CH2:16][C:17]([O:19][C:20]([CH3:23])([CH3:22])[CH3:21])=[O:18])=[CH:4][CH:3]=1. The catalyst class is: 3.